This data is from Catalyst prediction with 721,799 reactions and 888 catalyst types from USPTO. The task is: Predict which catalyst facilitates the given reaction. (1) Reactant: C([O:3][C:4]([C:6]1([C:9]2[CH:14]=[CH:13][C:12]([C:15]3[CH:20]=[CH:19][C:18]([C:21]4[O:25][N:24]=[C:23]([CH3:26])[C:22]=4[CH:27]=[CH:28][CH2:29][CH2:30][C:31]4[CH:36]=[CH:35][CH:34]=[CH:33][CH:32]=4)=[CH:17][CH:16]=3)=[CH:11][CH:10]=2)[CH2:8][CH2:7]1)=[O:5])C.[OH-].[Na+].Cl. Product: [CH3:26][C:23]1[C:22]([CH:27]=[CH:28][CH2:29][CH2:30][C:31]2[CH:32]=[CH:33][CH:34]=[CH:35][CH:36]=2)=[C:21]([C:18]2[CH:19]=[CH:20][C:15]([C:12]3[CH:13]=[CH:14][C:9]([C:6]4([C:4]([OH:5])=[O:3])[CH2:8][CH2:7]4)=[CH:10][CH:11]=3)=[CH:16][CH:17]=2)[O:25][N:24]=1. The catalyst class is: 242. (2) Reactant: [O:1]([C:8]1[CH:16]=[CH:15][C:11]([C:12]([OH:14])=O)=[CH:10][CH:9]=1)[C:2]1[CH:7]=[CH:6][CH:5]=[CH:4][CH:3]=1.ON1C2C=CC=CC=2N=N1.Cl.C(N=C=NCCCN(C)C)C.[NH2:39][CH2:40][C:41]1[C:42]([OH:49])=[N:43][C:44]([CH3:48])=[N:45][C:46]=1[CH3:47]. Product: [OH:49][C:42]1[C:41]([CH2:40][NH:39][C:12](=[O:14])[C:11]2[CH:10]=[CH:9][C:8]([O:1][C:2]3[CH:3]=[CH:4][CH:5]=[CH:6][CH:7]=3)=[CH:16][CH:15]=2)=[C:46]([CH3:47])[N:45]=[C:44]([CH3:48])[N:43]=1. The catalyst class is: 236. (3) The catalyst class is: 32. Product: [O:26]=[C:3]1[C@@H:2]([NH:1][C:28]2[C:37]3[C:32](=[CH:33][CH:34]=[C:35]([C:38]([F:40])([F:41])[F:39])[CH:36]=3)[N:31]=[CH:30][N:29]=2)[CH2:6][CH2:5][N:4]1[C@H:7]1[CH2:12][CH2:11][C@@H:10]([NH:13][C:14](=[O:20])[O:15][C:16]([CH3:17])([CH3:19])[CH3:18])[CH2:9][C@H:8]1[NH:21][C:22](=[O:25])[CH2:23][CH3:24]. Reactant: [NH2:1][C@H:2]1[CH2:6][CH2:5][N:4]([C@H:7]2[CH2:12][CH2:11][C@@H:10]([NH:13][C:14](=[O:20])[O:15][C:16]([CH3:19])([CH3:18])[CH3:17])[CH2:9][C@H:8]2[NH:21][C:22](=[O:25])[CH2:23][CH3:24])[C:3]1=[O:26].Cl[C:28]1[C:37]2[C:32](=[CH:33][CH:34]=[C:35]([C:38]([F:41])([F:40])[F:39])[CH:36]=2)[N:31]=[CH:30][N:29]=1.C(N(CC)CC)C. (4) Reactant: [N:1]1[O:2][N:3]=[C:4]2[CH:9]=[C:8](B(O)O)[CH:7]=[CH:6][C:5]=12.I[C:14]1[C:22]2[C:17](=[N:18][CH:19]=[N:20][C:21]=2[NH2:23])[N:16]([CH:24]([CH3:26])[CH3:25])[N:15]=1.C([O-])([O-])=O.[Na+].[Na+]. Product: [N:3]1[O:2][N:1]=[C:5]2[CH:6]=[CH:7][C:8]([C:14]3[C:22]4[C:17](=[N:18][CH:19]=[N:20][C:21]=4[NH2:23])[N:16]([CH:24]([CH3:26])[CH3:25])[N:15]=3)=[CH:9][C:4]=12. The catalyst class is: 414. (5) Reactant: [F:1][C:2]1[CH:3]=[C:4]([C:14]2[CH:19]=[CH:18][C:17]([O:20][CH2:21][C:22]3[CH:23]=[C:24]([CH:39]=[CH:40][CH:41]=3)[C:25]([N:27]3[CH2:38][CH2:37][CH2:36][C@H:28]3[C:29]([O:31]C(C)(C)C)=[O:30])=[O:26])=[CH:16][CH:15]=2)[CH:5]=[C:6]([O:9][CH2:10][C:11](=[O:13])[CH3:12])[C:7]=1[F:8].[BH4-].[Na+].[Cl-].[NH4+]. Product: [F:1][C:2]1[CH:3]=[C:4]([C:14]2[CH:15]=[CH:16][C:17]([O:20][CH2:21][C:22]3[CH:23]=[C:24]([CH:39]=[CH:40][CH:41]=3)[C:25]([N:27]3[CH2:38][CH2:37][CH2:36][C@H:28]3[C:29]([OH:31])=[O:30])=[O:26])=[CH:18][CH:19]=2)[CH:5]=[C:6]([O:9][CH2:10][CH:11]([OH:13])[CH3:12])[C:7]=1[F:8]. The catalyst class is: 5. (6) Reactant: BrCCBr.Br[CH2:6][CH2:7][CH:8]([O:11][CH3:12])[O:9][CH3:10].CN(OC)[C:15]([C@@H:17]1[O:22][CH2:21][CH2:20][N:19]([C:23]([O:25][C:26]([CH3:29])([CH3:28])[CH3:27])=[O:24])[CH2:18]1)=[O:16]. Product: [CH3:10][O:9][CH:8]([O:11][CH3:12])[CH2:7][CH2:6][C:15]([C@@H:17]1[O:22][CH2:21][CH2:20][N:19]([C:23]([O:25][C:26]([CH3:29])([CH3:28])[CH3:27])=[O:24])[CH2:18]1)=[O:16]. The catalyst class is: 1. (7) Reactant: [CH2:1]([C:4]1[CH:10]=[CH:9][CH:8]=[CH:7][C:5]=1[NH2:6])[CH2:2][CH3:3].C([O-])(O)=O.[Na+].[I:16]I. Product: [I:16][C:9]1[CH:8]=[CH:7][C:5]([NH2:6])=[C:4]([CH2:1][CH2:2][CH3:3])[CH:10]=1. The catalyst class is: 24.